From a dataset of Forward reaction prediction with 1.9M reactions from USPTO patents (1976-2016). Predict the product of the given reaction. (1) Given the reactants [H-].[Al+3].[Li+].[H-].[H-].[H-].C[O:8][C:9]([C@H:11]1[CH2:16][CH2:15][C@@H:14]([NH:17][C:18]([O:20][C:21]([CH3:24])([CH3:23])[CH3:22])=[O:19])[CH2:13][CH2:12]1)=O.O, predict the reaction product. The product is: [C:21]([O:20][C:18]([NH:17][C@H:14]1[CH2:13][CH2:12][C@@H:11]([CH2:9][OH:8])[CH2:16][CH2:15]1)=[O:19])([CH3:24])([CH3:23])[CH3:22]. (2) Given the reactants [Cl:1][C:2]1[N:7]=[C:6](SC)[N:5]2[CH:10]=[CH:11][N:12]=[C:4]2[CH:3]=1.[OH-:13].[K+], predict the reaction product. The product is: [Cl:1][C:2]1[N:7]=[C:6]([OH:13])[N:5]2[CH:10]=[CH:11][N:12]=[C:4]2[CH:3]=1. (3) Given the reactants [Cl:1][C:2]1[CH:7]=[C:6](Cl)[C:5]([N+:9]([O-:11])=[O:10])=[CH:4][N:3]=1.[CH3:12][O:13][CH2:14][C:15]([NH2:18])([CH3:17])[CH3:16], predict the reaction product. The product is: [Cl:1][C:2]1[CH:7]=[C:6]([NH:18][C:15]([CH3:17])([CH3:16])[CH2:14][O:13][CH3:12])[C:5]([N+:9]([O-:11])=[O:10])=[CH:4][N:3]=1. (4) Given the reactants [C:1]([O:5][C:6]([N:8]1[CH2:13][CH2:12][CH:11]([N:14]2[CH:18]=[C:17]([C:19]3[CH:20]=[N:21][CH:22]=[C:23](Br)[CH:24]=3)[CH:16]=[N:15]2)[CH2:10][CH2:9]1)=[O:7])([CH3:4])([CH3:3])[CH3:2].[F:26][C:27]1[CH:32]=[CH:31][CH:30]=[CH:29][C:28]=1[C:33]1[CH:34]=[C:35](B(O)O)[C:36]2[C:37]([N:42]=1)=[N:38][CH:39]=[CH:40][N:41]=2.C(=O)([O-])O.[Na+], predict the reaction product. The product is: [C:1]([O:5][C:6]([N:8]1[CH2:13][CH2:12][CH:11]([N:14]2[CH:18]=[C:17]([C:19]3[CH:20]=[N:21][CH:22]=[C:23]([C:35]4[C:36]5[C:37](=[N:38][CH:39]=[CH:40][N:41]=5)[N:42]=[C:33]([C:28]5[CH:29]=[CH:30][CH:31]=[CH:32][C:27]=5[F:26])[CH:34]=4)[CH:24]=3)[CH:16]=[N:15]2)[CH2:10][CH2:9]1)=[O:7])([CH3:4])([CH3:3])[CH3:2]. (5) The product is: [F:34][C:2]([F:1])([F:33])[CH:3]([C:24]1[CH:25]=[C:26]([Cl:32])[C:27]([Cl:31])=[C:28]([Cl:30])[CH:29]=1)/[CH:4]=[CH:5]/[C:6]1[CH:11]=[CH:10][C:9]([NH:12][NH2:13])=[CH:8][CH:7]=1. Given the reactants [F:1][C:2]([F:34])([F:33])[CH:3]([C:24]1[CH:29]=[C:28]([Cl:30])[C:27]([Cl:31])=[C:26]([Cl:32])[CH:25]=1)/[CH:4]=[CH:5]/[C:6]1[CH:11]=[CH:10][C:9]([NH:12][N:13]2C(=O)C3C(=CC=CC=3)C2=O)=[CH:8][CH:7]=1.O.NN, predict the reaction product. (6) Given the reactants [Br:1][C:2]1[CH:9]=[CH:8][C:7]([OH:10])=[CH:6][C:3]=1[CH:4]=[O:5].C(OC(OCC)OCC)C.F[C:22]1[CH:29]=[CH:28][C:27]([F:30])=[CH:26][C:23]=1[C:24]#[N:25].C(=O)([O-])[O-].[K+].[K+], predict the reaction product. The product is: [Br:1][C:2]1[CH:9]=[CH:8][C:7]([O:10][C:22]2[CH:29]=[CH:28][C:27]([F:30])=[CH:26][C:23]=2[C:24]#[N:25])=[CH:6][C:3]=1[CH:4]=[O:5]. (7) The product is: [Cl:1][C:2]1[CH:7]=[CH:6][C:5]([S:8]([CH:11]([C:19]2[CH:24]=[C:23]([F:25])[CH:22]=[CH:21][C:20]=2[F:26])[CH:12]([CH3:18])[CH2:13][CH2:14][CH2:15][S:16]([CH3:17])=[O:35])(=[O:10])=[O:9])=[CH:4][CH:3]=1. Given the reactants [Cl:1][C:2]1[CH:7]=[CH:6][C:5]([S:8]([CH:11]([C:19]2[CH:24]=[C:23]([F:25])[CH:22]=[CH:21][C:20]=2[F:26])[CH:12]([CH3:18])[CH2:13][CH2:14][CH2:15][S:16][CH3:17])(=[O:10])=[O:9])=[CH:4][CH:3]=1.ClC1C=CC=C(C(OO)=[O:35])C=1, predict the reaction product.